Task: Predict the reaction yield, written as a fraction of the theoretical maximum amount of product (1.0 means a 100% yield; for example, 0.34 means a 34% yield).. Dataset: Reaction yield outcomes from USPTO patents with 853,638 reactions (1) The reactants are [NH2:1][C:2]1[C:7]([O:8][C:9]2[CH:14]=[CH:13][C:12]([S:15]([CH3:18])(=[O:17])=[O:16])=[CH:11][CH:10]=2)=[CH:6][C:5]([S:19][C:20]2[CH:25]=[CH:24][CH:23]=[CH:22][N:21]=2)=[CH:4][N:3]=1.Br[C:27]1[CH:34]=[CH:33][C:30]([C:31]#[N:32])=[CH:29][N:28]=1.C(=O)([O-])[O-].[Cs+].[Cs+].C1(P(C2C=CC=CC=2)C2C3OC4C(=CC=CC=4P(C4C=CC=CC=4)C4C=CC=CC=4)C(C)(C)C=3C=CC=2)C=CC=CC=1. The catalyst is O1CCOCC1.C(OCC)(=O)C.O. The product is [CH3:18][S:15]([C:12]1[CH:13]=[CH:14][C:9]([O:8][C:7]2[C:2]([NH:1][C:27]3[CH:34]=[CH:33][C:30]([C:31]#[N:32])=[CH:29][N:28]=3)=[N:3][CH:4]=[C:5]([S:19][C:20]3[CH:25]=[CH:24][CH:23]=[CH:22][N:21]=3)[CH:6]=2)=[CH:10][CH:11]=1)(=[O:17])=[O:16]. The yield is 0.510. (2) The reactants are [N+:1]([C:4]1[CH:5]=[C:6]([C:14]2[CH2:19][CH2:18][N:17]([C:20]([O:22][C:23]([CH3:26])([CH3:25])[CH3:24])=[O:21])[CH2:16][CH:15]=2)[CH:7]=[C:8]([C:10]([F:13])([F:12])[F:11])[CH:9]=1)([O-])=O. The catalyst is C(O)C.[Pd]. The product is [NH2:1][C:4]1[CH:5]=[C:6]([CH:14]2[CH2:15][CH2:16][N:17]([C:20]([O:22][C:23]([CH3:26])([CH3:25])[CH3:24])=[O:21])[CH2:18][CH2:19]2)[CH:7]=[C:8]([C:10]([F:12])([F:13])[F:11])[CH:9]=1. The yield is 0.739. (3) The reactants are Cl[C:2]1([NH2:24])[N:7]=[C:6]2[C:8]([NH:14][CH2:15][CH:16]3[CH2:18][CH2:17]3)=[N:9][C:10]([Cl:13])(N)[N:11]=[C:5]2[C:4]([NH:19][CH2:20][CH:21]2[CH2:23][CH2:22]2)=[N:3]1.[CH2:25](N)[CH3:26]. The catalyst is C(O)CCC. The product is [Cl:13][C:10]1[N:9]=[C:8]([NH:14][CH2:15][CH:16]2[CH2:17][CH2:18]2)[C:6]2[N:7]=[C:2]([NH:24][CH2:25][CH3:26])[N:3]=[C:4]([NH:19][CH2:20][CH:21]3[CH2:22][CH2:23]3)[C:5]=2[N:11]=1. The yield is 1.00. (4) The reactants are Br[C:2]1[CH:7]=[CH:6][C:5]([C:8]([F:11])([F:10])[F:9])=[C:4](F)[CH:3]=1.[CH:13]([NH2:16])([CH3:15])[CH3:14].CCN(C(C)C)C(C)C.NC1C=CC=CC=1.Cl.[C:34]([N:42]1[CH2:47][CH2:46][NH:45][CH2:44][CH2:43]1)(=[O:41])[C:35]1[CH:40]=[CH:39][CH:38]=[CH:37][CH:36]=1.CC([O-])(C)C.[Na+].C1C=CC(P(C2C(C3C(P(C4C=CC=CC=4)C4C=CC=CC=4)=CC=C4C=3C=CC=C4)=C3C(C=CC=C3)=CC=2)C2C=CC=CC=2)=CC=1. The catalyst is O.CCOC(C)=O.CN1C(=O)CCC1.C1C=CC(/C=C/C(/C=C/C2C=CC=CC=2)=O)=CC=1.C1C=CC(/C=C/C(/C=C/C2C=CC=CC=2)=O)=CC=1.C1C=CC(/C=C/C(/C=C/C2C=CC=CC=2)=O)=CC=1.[Pd].[Pd]. The product is [CH:13]([NH:16][C:4]1[CH:3]=[C:2]([N:45]2[CH2:46][CH2:47][N:42]([C:34]([C:35]3[CH:36]=[CH:37][CH:38]=[CH:39][CH:40]=3)=[O:41])[CH2:43][CH2:44]2)[CH:7]=[CH:6][C:5]=1[C:8]([F:11])([F:10])[F:9])([CH3:15])[CH3:14]. The yield is 0.580. (5) The reactants are C([O:3][C:4]([C:6]1[C:7]([CH3:29])=[N:8][C:9]([NH:13][CH2:14][C:15]2[CH:20]=[CH:19][CH:18]=[CH:17][C:16]=2[C:21]2[CH:26]=[CH:25][CH:24]=[C:23]([O:27]C)[CH:22]=2)=[N:10][C:11]=1[CH3:12])=[O:5])C.B(Br)(Br)Br.C(Cl)Cl.O[Li].O. The catalyst is C(Cl)Cl. The product is [OH:27][C:23]1[CH:22]=[C:21]([C:16]2[CH:17]=[CH:18][CH:19]=[CH:20][C:15]=2[CH2:14][NH:13][C:9]2[N:8]=[C:7]([CH3:29])[C:6]([C:4]([OH:5])=[O:3])=[C:11]([CH3:12])[N:10]=2)[CH:26]=[CH:25][CH:24]=1. The yield is 1.00. (6) The reactants are [CH3:1][C:2]1[S:6][C:5]([C:7]([OH:9])=O)=[CH:4][C:3]=1[C:10]1[N:14]([CH3:15])[N:13]=[CH:12][CH:11]=1.[NH2:16][C@@H:17]([CH2:30][C:31]1[CH:36]=[CH:35][CH:34]=[C:33]([F:37])[CH:32]=1)[CH2:18][N:19]1[C:27](=[O:28])[C:26]2[C:21](=[CH:22][CH:23]=[CH:24][CH:25]=2)[C:20]1=[O:29].CC(OC(N[C@H](C(O)=O)CC1C=CC=CC=1C(F)(F)F)=O)(C)C.C1CN([P+](Br)(N2CCCC2)N2CCCC2)CC1.F[P-](F)(F)(F)(F)F.CCN(C(C)C)C(C)C. The catalyst is C(Cl)(Cl)Cl. The product is [O:29]=[C:20]1[C:21]2[C:26](=[CH:25][CH:24]=[CH:23][CH:22]=2)[C:27](=[O:28])[N:19]1[CH2:18][C@@H:17]([NH:16][C:7]([C:5]1[S:6][C:2]([CH3:1])=[C:3]([C:10]2[N:14]([CH3:15])[N:13]=[CH:12][CH:11]=2)[CH:4]=1)=[O:9])[CH2:30][C:31]1[CH:36]=[CH:35][CH:34]=[C:33]([F:37])[CH:32]=1. The yield is 0.500.